Dataset: Full USPTO retrosynthesis dataset with 1.9M reactions from patents (1976-2016). Task: Predict the reactants needed to synthesize the given product. Given the product [F:13][C:14]1[CH:15]=[CH:16][C:17]2=[C:18]([CH:34]=1)[O:19][CH2:20][C:21]1[CH:31]=[C:30]([CH:32]([OH:33])[C:8]3[N:5]4[CH:6]=[CH:7][C:2]([Br:1])=[CH:3][C:4]4=[N:10][C:9]=3[CH3:11])[CH:29]=[CH:28][C:22]=1/[C:23]/2=[C:24](/[CH3:27])\[C:25]#[N:26], predict the reactants needed to synthesize it. The reactants are: [Br:1][C:2]1[CH:7]=[CH:6][N:5]2[C:8](I)=[C:9]([CH3:11])[N:10]=[C:4]2[CH:3]=1.[F:13][C:14]1[CH:15]=[CH:16][C:17]2=[C:18]([CH:34]=1)[O:19][CH2:20][C:21]1[CH:31]=[C:30]([CH:32]=[O:33])[CH:29]=[CH:28][C:22]=1/[C:23]/2=[C:24](/[CH3:27])\[C:25]#[N:26].